From a dataset of Reaction yield outcomes from USPTO patents with 853,638 reactions. Predict the reaction yield, written as a fraction of the theoretical maximum amount of product (1.0 means a 100% yield; for example, 0.34 means a 34% yield). (1) The reactants are F[C:2]1[CH:15]=[CH:14][CH:13]=[CH:12][C:3]=1[C:4]([C:6]1[CH:11]=[CH:10][CH:9]=[CH:8][CH:7]=1)=O.[NH2:16][NH2:17]. The catalyst is O. The product is [C:6]1([C:4]2[C:3]3[C:2](=[CH:15][CH:14]=[CH:13][CH:12]=3)[NH:17][N:16]=2)[CH:7]=[CH:8][CH:9]=[CH:10][CH:11]=1. The yield is 0.670. (2) The reactants are Cl.[NH2:2][CH2:3][C:4]1[CH:13]=[CH:12][CH:11]=[C:10]2[C:5]=1[C:6](=[O:23])[N:7]([CH:15]1[CH2:20][CH2:19][C:18](=[O:21])[NH:17][C:16]1=[O:22])[C:8]([CH3:14])=[N:9]2.Cl.[N:25]1[CH:30]=[CH:29][CH:28]=[CH:27][C:26]=1[C:31](Cl)=[O:32].C(N(CC)C(C)C)(C)C. The catalyst is C(#N)C. The product is [O:22]=[C:16]1[CH:15]([N:7]2[C:6](=[O:23])[C:5]3[C:10](=[CH:11][CH:12]=[CH:13][C:4]=3[CH2:3][NH:2][C:31]([C:26]3[CH:27]=[CH:28][CH:29]=[CH:30][N:25]=3)=[O:32])[N:9]=[C:8]2[CH3:14])[CH2:20][CH2:19][C:18](=[O:21])[NH:17]1. The yield is 0.100. (3) The reactants are [CH3:1][O:2][C:3]1[C:8]([N:9]2[CH2:14][CH2:13][N:12]([CH3:15])[CH2:11][CH2:10]2)=[C:7]([CH3:16])[C:6]([N+:17]([O-:19])=[O:18])=[CH:5][CH:4]=1.C=O.C[C:23](C)([O-:25])C.[K+]. The catalyst is CS(C)=O. The product is [CH3:1][O:2][C:3]1[C:8]([N:9]2[CH2:14][CH2:13][N:12]([CH3:15])[CH2:11][CH2:10]2)=[C:7]([CH2:16][CH2:23][OH:25])[C:6]([N+:17]([O-:19])=[O:18])=[CH:5][CH:4]=1. The yield is 0.380. (4) The reactants are Cl[C:2]1[C:3]([C:31]#[N:32])=[C:4]([C:21]2[CH:22]=[N:23][CH:24]=[C:25]([S:27]([CH3:30])(=[O:29])=[O:28])[CH:26]=2)[C:5]([O:18][CH2:19][CH3:20])=[C:6]([CH:8]([NH:10][C:11](=[O:17])[O:12][C:13]([CH3:16])([CH3:15])[CH3:14])[CH3:9])[CH:7]=1.[CH3:33]B(O)O.C(=O)([O-])[O-].[Na+].[Na+]. The catalyst is O1CCOCC1.O.Cl[Pd](Cl)(P(C(C)(C)C)(C(C)(C)C)C1C=CC(N(C)C)=CC=1)P(C1C=CC(N(C)C)=CC=1)(C(C)(C)C)C(C)(C)C. The product is [C:31]([C:3]1[C:2]([CH3:33])=[CH:7][C:6]([CH:8]([NH:10][C:11](=[O:17])[O:12][C:13]([CH3:16])([CH3:15])[CH3:14])[CH3:9])=[C:5]([O:18][CH2:19][CH3:20])[C:4]=1[C:21]1[CH:22]=[N:23][CH:24]=[C:25]([S:27]([CH3:30])(=[O:29])=[O:28])[CH:26]=1)#[N:32]. The yield is 0.500. (5) The reactants are [NH2:1][C:2]1[N:10]=[C:9]([S:11][CH3:12])[C:8]([C:13]#[N:14])=[CH:7][C:3]=1C(O)=O.C1CCCCC1. The catalyst is C1(OC2C=CC=CC=2)C=CC=CC=1. The product is [NH2:1][C:2]1[CH:3]=[CH:7][C:8]([C:13]#[N:14])=[C:9]([S:11][CH3:12])[N:10]=1. The yield is 0.550. (6) The reactants are [NH2:1][CH2:2][C:3]1[CH:8]=[CH:7][O:6][CH2:5][CH:4]=1.F[C:10]1[CH:15]=[CH:14][C:13]([N:16]([CH3:20])[C:17](=[O:19])[CH3:18])=[CH:12][C:11]=1[N+:21]([O-:23])=[O:22].C(=O)([O-])[O-].[Na+].[Na+]. The catalyst is CCO. The product is [CH3:20][N:16]([C:13]1[CH:14]=[CH:15][C:10]([NH:1][CH2:2][CH:3]2[CH2:4][CH2:5][O:6][CH2:7][CH2:8]2)=[C:11]([N+:21]([O-:23])=[O:22])[CH:12]=1)[C:17](=[O:19])[CH3:18]. The yield is 1.00.